This data is from Catalyst prediction with 721,799 reactions and 888 catalyst types from USPTO. The task is: Predict which catalyst facilitates the given reaction. (1) Product: [N:19]([CH2:2][C:3]1[N:4]=[C:5]([C:9]2[CH:14]=[CH:13][C:12]([C:15]([F:18])([F:17])[F:16])=[CH:11][CH:10]=2)[O:6][C:7]=1[CH3:8])=[N+:20]=[N-:21]. Reactant: Cl[CH2:2][C:3]1[N:4]=[C:5]([C:9]2[CH:14]=[CH:13][C:12]([C:15]([F:18])([F:17])[F:16])=[CH:11][CH:10]=2)[O:6][C:7]=1[CH3:8].[N-:19]=[N+:20]=[N-:21].[Na+]. The catalyst class is: 24. (2) Reactant: [F:1][C:2]1([F:18])[C@H:6]([OH:7])[C@@H:5]([CH2:8][OH:9])[O:4][C@H:3]1[N:10]1[CH:17]=[CH:16][C:14]([NH2:15])=[N:13][C:11]1=[O:12].[ClH:19]. Product: [CH:16]1[C:14]([NH2:15])=[N:13][C:11](=[O:12])[N:10]([C@@H:3]2[O:4][C@H:5]([CH2:8][OH:9])[C@@H:6]([OH:7])[C:2]2([F:1])[F:18])[CH:17]=1.[ClH:19]. The catalyst class is: 32. (3) Reactant: [CH2:1]([O:8][C@@H:9]1[CH2:13][CH2:12][CH2:11][C@H:10]1[N:14]1[C:18]([C:19]2[CH:24]=[CH:23][CH:22]=[CH:21][CH:20]=2)=[C:17]([C:25]([OH:27])=O)[N:16]=[CH:15]1)[C:2]1[CH:7]=[CH:6][CH:5]=[CH:4][CH:3]=1.[CH2:28]([C@H:35]1[NH:40][CH2:39][CH2:38][N:37]([C:41]([O:43][C:44]([CH3:47])([CH3:46])[CH3:45])=[O:42])[CH2:36]1)[C:29]1[CH:34]=[CH:33][CH:32]=[CH:31][CH:30]=1.CCN=C=NCCCN(C)C.Cl.C1C=CC2N(O)N=NC=2C=1.C(=O)([O-])O.[Na+]. Product: [CH2:28]([C@H:35]1[N:40]([C:25]([C:17]2[N:16]=[CH:15][N:14]([C@@H:10]3[CH2:11][CH2:12][CH2:13][C@H:9]3[O:8][CH2:1][C:2]3[CH:7]=[CH:6][CH:5]=[CH:4][CH:3]=3)[C:18]=2[C:19]2[CH:20]=[CH:21][CH:22]=[CH:23][CH:24]=2)=[O:27])[CH2:39][CH2:38][N:37]([C:41]([O:43][C:44]([CH3:47])([CH3:46])[CH3:45])=[O:42])[CH2:36]1)[C:29]1[CH:30]=[CH:31][CH:32]=[CH:33][CH:34]=1. The catalyst class is: 3. (4) Reactant: C1(S([N:10]2[C:14]3=[N:15][CH:16]=[C:17]([O:19][CH2:20][CH2:21][O:22][Si](C(C)(C)C)(C4C=CC=CC=4)C4C=CC=CC=4)[CH:18]=[C:13]3[CH:12]=[C:11]2[C:40]([C:47]2[CH:52]=[CH:51][C:50]([S:53]([CH3:56])(=[O:55])=[O:54])=[CH:49][CH:48]=2)=[CH:41][CH:42]2[CH2:46][CH2:45][CH2:44][CH2:43]2)(=O)=O)C=CC=CC=1.[F-].C([N+](CCCC)(CCCC)CCCC)CCC. Product: [CH:42]1([CH:41]=[C:40]([C:11]2[NH:10][C:14]3=[N:15][CH:16]=[C:17]([O:19][CH2:20][CH2:21][OH:22])[CH:18]=[C:13]3[CH:12]=2)[C:47]2[CH:52]=[CH:51][C:50]([S:53]([CH3:56])(=[O:55])=[O:54])=[CH:49][CH:48]=2)[CH2:46][CH2:45][CH2:44][CH2:43]1. The catalyst class is: 54. (5) Reactant: [O:1]=[C:2]1[NH:6][C@H:5]2[CH2:7][S:8][C@@H:9]([CH2:10][CH2:11][CH2:12][CH2:13][C:14]([NH:16][CH2:17][CH2:18][CH2:19][CH2:20][CH2:21][C:22]([NH:24][CH2:25][CH2:26][CH2:27][CH2:28][CH2:29][C:30]([O:32]N3C(=O)CCC3=O)=O)=[O:23])=[O:15])[C@H:4]2[NH:3]1.[NH2:40][CH2:41][C@@H:42]1[C@H:46]2[O:47][C:48]([CH3:51])([CH3:50])[O:49][C@H:45]2[C@H:44]([N:52]2[CH:60]=[N:59][C:58]3[C:53]2=[N:54][CH:55]=[N:56][C:57]=3[NH2:61])[O:43]1. Product: [NH2:61][C:57]1[N:56]=[CH:55][N:54]=[C:53]2[C:58]=1[N:59]=[CH:60][N:52]2[C@H:44]1[C@@H:45]2[O:49][C:48]([CH3:50])([CH3:51])[O:47][C@@H:46]2[C@@H:42]([CH2:41][NH:40][C:30](=[O:32])[CH2:29][CH2:28][CH2:27][CH2:26][CH2:25][NH:24][C:22](=[O:23])[CH2:21][CH2:20][CH2:19][CH2:18][CH2:17][NH:16][C:14](=[O:15])[CH2:13][CH2:12][CH2:11][CH2:10][C@H:9]2[C@@H:4]3[C@@H:5]([NH:6][C:2](=[O:1])[NH:3]3)[CH2:7][S:8]2)[O:43]1. The catalyst class is: 3. (6) Reactant: [F:1][C:2]1[C:12]2[CH2:11][CH2:10][C:9]3[CH:13]=[CH:14][CH:15]=[CH:16][C:8]=3[C:7](=[CH:17][C:18]3[CH:19]=[C:20]([NH:24][S:25]([CH3:28])(=[O:27])=[O:26])[CH:21]=[CH:22][CH:23]=3)[C:6]=2[CH:5]=[CH:4][CH:3]=1. Product: [F:1][C:2]1[C:12]2[CH2:11][CH2:10][C:9]3[CH:13]=[CH:14][CH:15]=[CH:16][C:8]=3[CH:7]([CH2:17][C:18]3[CH:19]=[C:20]([NH:24][S:25]([CH3:28])(=[O:27])=[O:26])[CH:21]=[CH:22][CH:23]=3)[C:6]=2[CH:5]=[CH:4][CH:3]=1. The catalyst class is: 50. (7) Reactant: [Br:1][C:2]1[CH:14]=[C:13]2[C:5]([C:6]3[C:7](=[O:34])[C:8]4[CH:20]=[CH:19][C:18]([O:21][CH:22]5[CH2:27][CH2:26][N:25](C(=O)C(F)(F)F)[CH2:24][CH2:23]5)=[CH:17][C:9]=4[C:10]([CH3:16])([CH3:15])[C:11]=3[NH:12]2)=[CH:4][CH:3]=1.[OH-].[K+].O. Product: [Br:1][C:2]1[CH:14]=[C:13]2[C:5]([C:6]3[C:7](=[O:34])[C:8]4[CH:20]=[CH:19][C:18]([O:21][CH:22]5[CH2:27][CH2:26][NH:25][CH2:24][CH2:23]5)=[CH:17][C:9]=4[C:10]([CH3:16])([CH3:15])[C:11]=3[NH:12]2)=[CH:4][CH:3]=1. The catalyst class is: 36.